From a dataset of NCI-60 drug combinations with 297,098 pairs across 59 cell lines. Regression. Given two drug SMILES strings and cell line genomic features, predict the synergy score measuring deviation from expected non-interaction effect. (1) Drug 1: C1CC(C1)(C(=O)O)C(=O)O.[NH2-].[NH2-].[Pt+2]. Drug 2: CCC1=C2CN3C(=CC4=C(C3=O)COC(=O)C4(CC)O)C2=NC5=C1C=C(C=C5)O. Cell line: M14. Synergy scores: CSS=37.0, Synergy_ZIP=-1.70, Synergy_Bliss=1.64, Synergy_Loewe=-12.7, Synergy_HSA=1.13. (2) Drug 1: CCCCCOC(=O)NC1=NC(=O)N(C=C1F)C2C(C(C(O2)C)O)O. Drug 2: C1CN1C2=NC(=NC(=N2)N3CC3)N4CC4. Cell line: A549. Synergy scores: CSS=33.6, Synergy_ZIP=2.99, Synergy_Bliss=2.27, Synergy_Loewe=-20.8, Synergy_HSA=0.223. (3) Drug 1: CC1CCC2CC(C(=CC=CC=CC(CC(C(=O)C(C(C(=CC(C(=O)CC(OC(=O)C3CCCCN3C(=O)C(=O)C1(O2)O)C(C)CC4CCC(C(C4)OC)O)C)C)O)OC)C)C)C)OC. Drug 2: CCC1(CC2CC(C3=C(CCN(C2)C1)C4=CC=CC=C4N3)(C5=C(C=C6C(=C5)C78CCN9C7C(C=CC9)(C(C(C8N6C)(C(=O)OC)O)OC(=O)C)CC)OC)C(=O)OC)O.OS(=O)(=O)O. Cell line: NCI/ADR-RES. Synergy scores: CSS=-5.49, Synergy_ZIP=1.78, Synergy_Bliss=-1.40, Synergy_Loewe=-6.34, Synergy_HSA=-6.19. (4) Drug 1: CC12CCC3C(C1CCC2=O)CC(=C)C4=CC(=O)C=CC34C. Drug 2: CC1CCCC2(C(O2)CC(NC(=O)CC(C(C(=O)C(C1O)C)(C)C)O)C(=CC3=CSC(=N3)C)C)C. Cell line: UACC-257. Synergy scores: CSS=33.6, Synergy_ZIP=-0.0563, Synergy_Bliss=-1.28, Synergy_Loewe=-1.37, Synergy_HSA=-1.57. (5) Drug 1: C1=CN(C(=O)N=C1N)C2C(C(C(O2)CO)O)(F)F. Drug 2: CS(=O)(=O)CCNCC1=CC=C(O1)C2=CC3=C(C=C2)N=CN=C3NC4=CC(=C(C=C4)OCC5=CC(=CC=C5)F)Cl. Cell line: UACC62. Synergy scores: CSS=31.7, Synergy_ZIP=-3.04, Synergy_Bliss=-4.30, Synergy_Loewe=-6.28, Synergy_HSA=-1.98. (6) Drug 1: C1=C(C(=O)NC(=O)N1)F. Drug 2: CC(C)(C#N)C1=CC(=CC(=C1)CN2C=NC=N2)C(C)(C)C#N. Cell line: UO-31. Synergy scores: CSS=27.5, Synergy_ZIP=-1.63, Synergy_Bliss=-2.72, Synergy_Loewe=-0.781, Synergy_HSA=-0.735.